Dataset: Forward reaction prediction with 1.9M reactions from USPTO patents (1976-2016). Task: Predict the product of the given reaction. (1) Given the reactants C[Mg]Br.[Cl:4][C:5]1[CH:6]=[C:7]([C:15]2[O:19][N:18]=[C:17]([C:20]3[CH:21]=[CH:22][CH:23]=[C:24]4[C:28]=3[NH:27][CH:26]=[CH:25]4)[N:16]=2)[CH:8]=[CH:9][C:10]=1[O:11][CH:12]([CH3:14])[CH3:13].Br[CH2:30][C:31]([O:33]CC)=[O:32], predict the reaction product. The product is: [Cl:4][C:5]1[CH:6]=[C:7]([C:15]2[O:19][N:18]=[C:17]([C:20]3[CH:21]=[CH:22][CH:23]=[C:24]4[C:28]=3[NH:27][CH:26]=[C:25]4[CH2:30][C:31]([OH:33])=[O:32])[N:16]=2)[CH:8]=[CH:9][C:10]=1[O:11][CH:12]([CH3:13])[CH3:14]. (2) Given the reactants [C:1]([CH:5]1[CH2:10][CH2:9][CH2:8][CH2:7][C:6]1=[O:11])([CH3:4])([CH3:3])[CH3:2].C(O[CH:17](N(C)C)[N:18]([CH3:20])[CH3:19])(C)(C)C, predict the reaction product. The product is: [C:1]([CH:5]1[CH2:10][CH2:9][CH2:8]/[C:7](=[CH:17]\[N:18]([CH3:20])[CH3:19])/[C:6]1=[O:11])([CH3:4])([CH3:2])[CH3:3]. (3) Given the reactants [NH2:1][C@H:2]([C:4]1[N:9]([C:10]2[CH:15]=[CH:14][CH:13]=[CH:12][CH:11]=2)[C:8](=[O:16])[C:7]2=[C:17]([CH3:20])[CH:18]=[CH:19][N:6]2[N:5]=1)[CH3:3].[NH2:21][C:22]1[C:27]([C:28]([NH:30][C:31]2[CH:36]=[C:35]([NH:37][S:38]([CH3:41])(=[O:40])=[O:39])[CH:34]=[C:33]([O:42][CH3:43])[CH:32]=2)=[O:29])=[C:26](Cl)[N:25]=[CH:24][N:23]=1.CCN(C(C)C)C(C)C.[F-].[Cs+], predict the reaction product. The product is: [NH2:21][C:22]1[C:27]([C:28]([NH:30][C:31]2[CH:36]=[C:35]([NH:37][S:38]([CH3:41])(=[O:39])=[O:40])[CH:34]=[C:33]([O:42][CH3:43])[CH:32]=2)=[O:29])=[C:26]([NH:1][C@H:2]([C:4]2[N:9]([C:10]3[CH:15]=[CH:14][CH:13]=[CH:12][CH:11]=3)[C:8](=[O:16])[C:7]3=[C:17]([CH3:20])[CH:18]=[CH:19][N:6]3[N:5]=2)[CH3:3])[N:25]=[CH:24][N:23]=1. (4) Given the reactants Br[C:2]1[N:6]2[N:7]=[CH:8][C:9]([C:11]([F:14])([F:13])[F:12])=[N:10][C:5]2=[N:4][CH:3]=1.[F:15][C:16]1[C:21]([C:22]2[CH:23]=[N:24][CH:25]=[CH:26][CH:27]=2)=[C:20]([F:28])[CH:19]=[CH:18][C:17]=1B(O)O.C([O-])([O-])=O.[Na+].[Na+], predict the reaction product. The product is: [F:28][C:20]1[C:21]([C:22]2[CH:23]=[N:24][CH:25]=[CH:26][CH:27]=2)=[C:16]([F:15])[CH:17]=[CH:18][C:19]=1[C:2]1[N:6]2[N:7]=[CH:8][C:9]([C:11]([F:14])([F:13])[F:12])=[N:10][C:5]2=[N:4][CH:3]=1. (5) Given the reactants C([Li])CCC.[CH3:6][C:7]([O:11][CH:12]1[CH2:17][CH2:16][CH2:15][CH2:14][O:13]1)([C:9]#[CH:10])[CH3:8].[CH2:18]([O:20][CH:21]([O:27][CH2:28][CH3:29])[C:22](OCC)=[O:23])[CH3:19].[NH4+].[Cl-], predict the reaction product. The product is: [CH2:18]([O:20][CH:21]([O:27][CH2:28][CH3:29])[C:22](=[O:23])[C:10]#[C:9][C:7]([CH3:6])([O:11][CH:12]1[CH2:17][CH2:16][CH2:15][CH2:14][O:13]1)[CH3:8])[CH3:19].